This data is from Catalyst prediction with 721,799 reactions and 888 catalyst types from USPTO. The task is: Predict which catalyst facilitates the given reaction. Reactant: [Li][CH2:2]CCC.[CH2:6]([C:8]1[CH:13]=[CH:12][C:11]([C:14]2[CH:19]=[CH:18][C:17]([C:20]3[Se:21][CH:22]=[CH:23][CH:24]=3)=[C:16]([F:25])[CH:15]=2)=[CH:10][CH:9]=1)[CH3:7].CI.[Cl-].[NH4+].N. Product: [CH2:6]([C:8]1[CH:9]=[CH:10][C:11]([C:14]2[CH:19]=[CH:18][C:17]([C:20]3[Se:21][C:22]([CH3:2])=[CH:23][CH:24]=3)=[C:16]([F:25])[CH:15]=2)=[CH:12][CH:13]=1)[CH3:7]. The catalyst class is: 27.